From a dataset of Reaction yield outcomes from USPTO patents with 853,638 reactions. Predict the reaction yield, written as a fraction of the theoretical maximum amount of product (1.0 means a 100% yield; for example, 0.34 means a 34% yield). (1) The reactants are [N+:1]([C:4]1[CH:5]=[C:6]([CH:10]=[C:11]([C:13]([F:16])([F:15])[F:14])[CH:12]=1)[C:7]([OH:9])=O)([O-])=O.Cl.[CH3:18][NH:19][CH3:20].C(N(CC)C(C)C)(C)C.CN(C(ON1N=NC2C=CC=NC1=2)=[N+](C)C)C.F[P-](F)(F)(F)(F)F.[Li].[CH2:55]([O:62][C:63]([NH:65][CH2:66][C@H:67]([NH:73][C:74](=[O:79])[CH2:75][C:76]([OH:78])=O)[C@@H:68]([OH:72])[C:69]#[C:70][CH3:71])=[O:64])[C:56]1[CH:61]=[CH:60][CH:59]=[CH:58][CH:57]=1. The catalyst is C(Cl)Cl.CN(C=O)C. The product is [CH2:55]([O:62][C:63](=[O:64])[NH:65][CH2:66][C@H:67]([NH:73][C:74](=[O:79])[CH2:75][C:76](=[O:78])[NH:1][C:4]1[CH:12]=[C:11]([C:13]([F:16])([F:15])[F:14])[CH:10]=[C:6]([C:7](=[O:9])[N:19]([CH3:20])[CH3:18])[CH:5]=1)[C@@H:68]([OH:72])[C:69]#[C:70][CH3:71])[C:56]1[CH:57]=[CH:58][CH:59]=[CH:60][CH:61]=1. The yield is 0.810. (2) The reactants are [F:1][C:2]1[C:10]([O:11][CH2:12][C:13]2[CH2:14][C:15]3[C:20]([CH:21]=2)=[CH:19][C:18](B2OC(C)(C)C(C)(C)O2)=[CH:17][CH:16]=3)=[CH:9][CH:8]=[C:7]([F:31])[C:3]=1[C:4]([NH2:6])=[O:5].[C:32]1(OS(C(F)(F)F)(=O)=O)[CH2:37][CH2:36][CH2:35][CH2:34][CH:33]=1.P([O-])([O-])([O-])=O.[K+].[K+].[K+]. The catalyst is CN(C=O)C.O. The product is [C:32]1([C:18]2[CH:19]=[C:20]3[C:15](=[CH:16][CH:17]=2)[CH2:14][C:13]([CH2:12][O:11][C:10]2[C:2]([F:1])=[C:3]([C:7]([F:31])=[CH:8][CH:9]=2)[C:4]([NH2:6])=[O:5])=[CH:21]3)[CH2:37][CH2:36][CH2:35][CH2:34][CH:33]=1. The yield is 0.190. (3) The reactants are C[O:2][C:3]1[CH:4]=[C:5]([C:10]2[CH:15]=[CH:14][C:13]([C:16]([F:19])([F:18])[F:17])=[CH:12][CH:11]=2)[CH:6]=[CH:7][C:8]=1[NH2:9].C(=O)([O-])[O-].[K+].[K+].C1(S)C=CC=CC=1. The catalyst is CN1CCCC1=O.C(OCC)(=O)C. The product is [NH2:9][C:8]1[CH:7]=[CH:6][C:5]([C:10]2[CH:11]=[CH:12][C:13]([C:16]([F:17])([F:18])[F:19])=[CH:14][CH:15]=2)=[CH:4][C:3]=1[OH:2]. The yield is 0.820. (4) The catalyst is C(#N)C.C1C=CC(=O)/C(=C\NCCN/C=C2\C(C=CC=C\2)=O)/C=1.O.[Co]. The product is [CH3:1][C:2]1([CH3:17])[O:7][C:6]2[CH:8]=[CH:9][C:10]3[CH:11]=[CH:12][C:13](=[O:16])[C:14](=[O:18])[C:15]=3[C:5]=2[CH:4]=[CH:3]1. The yield is 0.320. The reactants are [CH3:1][C:2]1([CH3:17])[O:7][C:6]2[CH:8]=[CH:9][C:10]3[C:15]([C:5]=2[CH:4]=[CH:3]1)=[CH:14][C:13]([OH:16])=[CH:12][CH:11]=3.[O:18]=O. (5) The reactants are Cl.[NH2:2][CH2:3][C:4]1[CH:5]=[C:6]2[C:10](=[CH:11][CH:12]=1)[C:9](=[O:13])[N:8]([CH:14]1[CH2:19][CH2:18][C:17](=[O:20])[NH:16][C:15]1=[O:21])[C:7]2=[O:22].[CH:23]1([C:26](Cl)=[O:27])[CH2:25][CH2:24]1.C(N(CC)CC)C. The catalyst is C1COCC1. The product is [O:21]=[C:15]1[CH:14]([N:8]2[C:7](=[O:22])[C:6]3[C:10](=[CH:11][CH:12]=[C:4]([CH2:3][NH:2][C:26]([CH:23]4[CH2:25][CH2:24]4)=[O:27])[CH:5]=3)[C:9]2=[O:13])[CH2:19][CH2:18][C:17](=[O:20])[NH:16]1. The yield is 0.630. (6) No catalyst specified. The yield is 0.630. The product is [Br:1][C:2]1[CH:11]=[CH:10][C:5]2[NH:6][C:7]([NH:19][CH2:18][C:17]3[CH:16]=[CH:15][C:14]([C:13]([F:12])([F:22])[F:23])=[CH:21][CH:20]=3)=[N:8][C:4]=2[CH:3]=1. The reactants are [Br:1][C:2]1[CH:11]=[CH:10][C:5]2[NH:6][C:7](Cl)=[N:8][C:4]=2[CH:3]=1.[F:12][C:13]([F:23])([F:22])[C:14]1[CH:21]=[CH:20][C:17]([CH2:18][NH2:19])=[CH:16][CH:15]=1. (7) The reactants are C(N(C(C)C)C(C)C)C.[Br:10][C:11]1[CH:12]=[CH:13][C:14]([O:18][CH3:19])=[C:15]([OH:17])[CH:16]=1.[C:20]([Si:24](Cl)([CH3:26])[CH3:25])([CH3:23])([CH3:22])[CH3:21].C([O-])(O)=O.[Na+]. The catalyst is CN(C=O)C.CCOCC.O. The product is [Br:10][C:11]1[CH:12]=[CH:13][C:14]([O:18][CH3:19])=[C:15]([CH:16]=1)[O:17][Si:24]([C:20]([CH3:23])([CH3:22])[CH3:21])([CH3:26])[CH3:25]. The yield is 0.990. (8) The reactants are [CH3:1][C:2]1[CH:22]=[CH:21][C:5]([C:6]([CH:8]2[CH2:13][CH2:12][N:11](C(OC(C)(C)C)=O)[CH2:10][CH2:9]2)=[O:7])=[CH:4][N:3]=1. The catalyst is C(Cl)Cl.C(O)(C(F)(F)F)=O. The product is [CH3:1][C:2]1[N:3]=[CH:4][C:5]([C:6]([CH:8]2[CH2:13][CH2:12][NH:11][CH2:10][CH2:9]2)=[O:7])=[CH:21][CH:22]=1. The yield is 0.700. (9) The reactants are [OH:1][C:2]1[C:3]([C:17](=[N:19][NH:20][C:21]([C:23]2[S:27][C:26]([C:28]([N:30]([CH2:32][CH2:33][C:34]([O:36]C(C)(C)C)=[O:35])[CH3:31])=[O:29])=[CH:25][CH:24]=2)=[O:22])[CH3:18])=[CH:4][S:5][C:6]=1[C:7]1[CH:12]=[CH:11][C:10]([C:13]([F:16])([F:15])[F:14])=[CH:9][CH:8]=1. The catalyst is FC(F)(F)C(O)=O. The product is [OH:1][C:2]1[C:3]([C:17](=[N:19][NH:20][C:21]([C:23]2[S:27][C:26]([C:28]([N:30]([CH2:32][CH2:33][C:34]([OH:36])=[O:35])[CH3:31])=[O:29])=[CH:25][CH:24]=2)=[O:22])[CH3:18])=[CH:4][S:5][C:6]=1[C:7]1[CH:8]=[CH:9][C:10]([C:13]([F:15])([F:14])[F:16])=[CH:11][CH:12]=1. The yield is 0.560. (10) The reactants are [CH:1]([C:3]([CH3:5])=[O:4])=[CH2:2].[CH3:6][S:7]([C:10]1[CH:11]=[CH:12][C:13]([O:18][CH2:19][C:20]2[CH:25]=[CH:24][C:23]([O:26][CH3:27])=[CH:22][CH:21]=2)=[C:14]([CH:17]=1)[CH:15]=[O:16])(=[O:9])=[O:8].C(N(CC)CC)C. The catalyst is [Br-].C([N+]1C(C)=C(CCO)SC=1)C.CCO. The product is [CH3:6][S:7]([C:10]1[CH:11]=[CH:12][C:13]([O:18][CH2:19][C:20]2[CH:21]=[CH:22][C:23]([O:26][CH3:27])=[CH:24][CH:25]=2)=[C:14]([C:15](=[O:16])[CH2:2][CH2:1][C:3](=[O:4])[CH3:5])[CH:17]=1)(=[O:8])=[O:9]. The yield is 0.370.